From a dataset of Reaction yield outcomes from USPTO patents with 853,638 reactions. Predict the reaction yield, written as a fraction of the theoretical maximum amount of product (1.0 means a 100% yield; for example, 0.34 means a 34% yield). (1) The reactants are [OH:1][C@@H:2]([CH3:6])[C:3]([OH:5])=[O:4].[Br:7][C:8]1[CH:26]=[N:25][C:11]2[N:12]=[C:13]([N:19]3[CH2:22][CH:21]([NH:23][CH3:24])[CH2:20]3)[C:14]3[N:15]([CH:16]=[N:17][N:18]=3)[C:10]=2[CH:9]=1.C(O)C. The catalyst is O. The product is [OH:1][C@@H:2]([CH3:6])[C:3]([OH:5])=[O:4].[Br:7][C:8]1[CH:26]=[N:25][C:11]2[N:12]=[C:13]([N:19]3[CH2:22][CH:21]([NH:23][CH3:24])[CH2:20]3)[C:14]3[N:15]([CH:16]=[N:17][N:18]=3)[C:10]=2[CH:9]=1. The yield is 0.530. (2) The reactants are [Cl:1][C:2]1[CH:11]=[C:10]2[C:5]([C:6](=[O:31])[C:7]([CH2:18][NH:19][C:20]([C:22]3[CH:30]=[CH:29][C:25]([C:26]([OH:28])=O)=[CH:24][CH:23]=3)=[O:21])=[CH:8][N:9]2[C:12]2[CH:17]=[CH:16][CH:15]=[CH:14][CH:13]=2)=[CH:4][CH:3]=1.N[CH2:33][C:34]([CH3:37])([OH:36])[CH3:35].O[N:39]1C2C=CC=CC=2N=N1.Cl.CN(C)CCCN=C=NCC.C(N(CC)C(C)C)(C)C. The catalyst is C(Cl)Cl. The product is [Cl:1][C:2]1[CH:11]=[C:10]2[C:5]([C:6](=[O:31])[C:7]([CH2:18][N:19]([CH2:33][C:34]([OH:36])([CH3:37])[CH3:35])[C:20](=[O:21])[C:22]3[CH:23]=[CH:24][C:25]([C:26]([NH2:39])=[O:28])=[CH:29][CH:30]=3)=[CH:8][N:9]2[C:12]2[CH:13]=[CH:14][CH:15]=[CH:16][CH:17]=2)=[CH:4][CH:3]=1. The yield is 0.490. (3) The reactants are [N:1]1([CH2:10][CH2:11][CH2:12][CH2:13][CH2:14][CH2:15][CH2:16][CH2:17][NH2:18])[C:9]2[C:4](=[CH:5][CH:6]=[CH:7][CH:8]=2)[CH:3]=[CH:2]1.[Cl:19][C:20]1[CH:21]=[C:22]([C:26]2[CH:27]=[C:28]([CH:32]=[C:33]([C:39]3[CH:44]=[CH:43][CH:42]=[C:41]([Cl:45])[CH:40]=3)[C:34]=2[O:35][CH2:36][CH2:37]O)[C:29](O)=[O:30])[CH:23]=[CH:24][CH:25]=1.CCN(CC)CC.C1C=CC2N([OH:62])N=NC=2C=1.C1CCC(N=C=NC2CCCCC2)CC1. The catalyst is C(Cl)Cl. The product is [Cl:45][C:41]1[CH:40]=[C:39]([C:33]2[CH:32]=[C:28]([C:29](=[O:30])[NH:18][CH2:17][CH2:16][CH2:15][CH2:14][CH2:13][CH2:12][CH2:11][CH2:10][N:1]3[C:9]4[C:4](=[CH:5][CH:6]=[CH:7][CH:8]=4)[CH:3]=[CH:2]3)[CH:27]=[C:26]([C:22]3[CH:23]=[CH:24][CH:25]=[C:20]([Cl:19])[CH:21]=3)[C:34]=2[O:35][CH:36]([OH:62])[CH3:37])[CH:44]=[CH:43][CH:42]=1. The yield is 0.870. (4) The reactants are [CH3:1][O:2][C:3]([NH:5][C@@H:6]([CH:10]([CH3:12])[CH3:11])[C:7]([OH:9])=[O:8])=[O:4].O[N:14]1[C:18](=[O:19])[CH2:17][CH2:16][C:15]1=[O:20].C(N=C=NC(C)C)(C)C. The catalyst is C(OCC)(=O)C. The product is [CH3:1][O:2][C:3]([NH:5][C@@H:6]([CH:10]([CH3:12])[CH3:11])[C:7]([O:9][N:14]1[C:18](=[O:19])[CH2:17][CH2:16][C:15]1=[O:20])=[O:8])=[O:4]. The yield is 0.770. (5) The reactants are C(O)(C(F)(F)F)=O.[F:8][C:9]1[CH:14]=[CH:13][C:12]([C:15]2[O:42][C:18]3=[N:19][C:20]([NH:36][CH2:37][C:38]([F:41])([F:40])[F:39])=[C:21]([C:23]4[CH:24]=[C:25]([CH:33]=[CH:34][CH:35]=4)[C:26]([O:28]C(C)(C)C)=[O:27])[CH:22]=[C:17]3[C:16]=2[C:43](=[O:46])[NH:44][CH3:45])=[CH:11][CH:10]=1. The catalyst is C(Cl)Cl. The product is [F:8][C:9]1[CH:14]=[CH:13][C:12]([C:15]2[O:42][C:18]3=[N:19][C:20]([NH:36][CH2:37][C:38]([F:39])([F:41])[F:40])=[C:21]([C:23]4[CH:24]=[C:25]([CH:33]=[CH:34][CH:35]=4)[C:26]([OH:28])=[O:27])[CH:22]=[C:17]3[C:16]=2[C:43](=[O:46])[NH:44][CH3:45])=[CH:11][CH:10]=1. The yield is 0.830.